Dataset: Full USPTO retrosynthesis dataset with 1.9M reactions from patents (1976-2016). Task: Predict the reactants needed to synthesize the given product. (1) Given the product [N:4]1[CH:5]=[CH:6][CH:7]=[C:2]([NH:1][C:41](=[O:42])[C:40]2[CH:44]=[C:36]([CH2:35][C:29]3[C:30](=[O:34])[C:31]([O:32][CH3:33])=[C:26]([O:25][CH3:24])[C:27](=[O:50])[C:28]=3[CH3:49])[CH:37]=[CH:38][C:39]=2[OH:45])[CH:3]=1, predict the reactants needed to synthesize it. The reactants are: [NH2:1][C:2]1[CH:3]=[N:4][CH:5]=[CH:6][CH:7]=1.C(N(CC)CC)C.[Cl-].ClC1N(C)CC[NH+]1C.[CH3:24][O:25][C:26]1[C:27](=[O:50])[C:28]([CH3:49])=[C:29]([CH2:35][C:36]2[CH:37]=[CH:38][C:39]([O:45]C(=O)C)=[C:40]([CH:44]=2)[C:41](O)=[O:42])[C:30](=[O:34])[C:31]=1[O:32][CH3:33]. (2) Given the product [OH:29][CH:28]([C:7]1[CH:12]=[CH:11][CH:10]=[C:9]([C:13]([F:16])([F:15])[F:14])[N:8]=1)[C:26]1[S:27][C:21]2[N:20]([CH2:36][CH:37]([CH3:39])[CH3:38])[C:19](=[O:40])[N:18]([CH3:17])[C:23](=[O:24])[C:22]=2[C:25]=1[S:30][C:31]1[S:32][CH:33]=[CH:34][CH:35]=1, predict the reactants needed to synthesize it. The reactants are: C([Li])CCC.Br[C:7]1[CH:12]=[CH:11][CH:10]=[C:9]([C:13]([F:16])([F:15])[F:14])[N:8]=1.[CH3:17][N:18]1[C:23](=[O:24])[C:22]2[C:25]([S:30][C:31]3[S:32][CH:33]=[CH:34][CH:35]=3)=[C:26]([CH:28]=[O:29])[S:27][C:21]=2[N:20]([CH2:36][CH:37]([CH3:39])[CH3:38])[C:19]1=[O:40].[Li]C1C=CC=CN=1.[Cl-].[NH4+]. (3) Given the product [CH3:21][N:20]([CH3:28])[CH:17]1[CH2:16][CH2:15][N:14]([C:13]2[CH:12]=[CH:11][N:10]=[CH:9][C:8]=2[NH2:7])[CH2:19][CH2:18]1, predict the reactants needed to synthesize it. The reactants are: [H-].[H-].[H-].[H-].[Li+].[Al+3].[NH2:7][C:8]1[CH:9]=[N:10][CH:11]=[CH:12][C:13]=1[N:14]1[CH2:19][CH2:18][CH:17]([N:20]([CH3:28])[C:21](=O)OC(C)(C)C)[CH2:16][CH2:15]1. (4) Given the product [CH3:1][C@:2]12[C@@:10]([O:17][CH2:18][CH2:19][N:20]([CH3:22])[CH3:21])([C:11]3[CH:16]=[CH:15][CH:14]=[CH:13][CH:12]=3)[CH2:9][C@H:5]([C:6]1([CH3:7])[CH3:8])[CH2:4][CH2:3]2, predict the reactants needed to synthesize it. The reactants are: [CH3:1][C@:2]12[C@@:10]([O:17][CH2:18][CH2:19][N:20]([CH3:22])[CH3:21])([C:11]3[CH:16]=[CH:15][CH:14]=[CH:13][CH:12]=3)[CH2:9][C@H:5]([C:6]1([CH3:8])[CH3:7])[CH2:4][CH2:3]2.C(/C(O)=O)=C\C(O)=O.C(O)[C@H]([C@H]([C@@H]([C@@H](CO)O)O)O)O.C([O-])(=O)CCCCCCCCCCCCCCCCC.[Mg+2].C([O-])(=O)CCCCCCCCCCCCCCCCC. (5) Given the product [ClH:31].[NH2:8][C@@H:9]1[C@@H:13]([NH:14][CH2:15][C:16]([O:18][CH2:19][CH3:20])=[O:17])[CH2:12][N:11]([C:21]([O:23][CH2:24][C:25]2[CH:30]=[CH:29][CH:28]=[CH:27][CH:26]=2)=[O:22])[CH2:10]1, predict the reactants needed to synthesize it. The reactants are: C(OC([NH:8][C@@H:9]1[C@@H:13]([NH:14][CH2:15][C:16]([O:18][CH2:19][CH3:20])=[O:17])[CH2:12][N:11]([C:21]([O:23][CH2:24][C:25]2[CH:30]=[CH:29][CH:28]=[CH:27][CH:26]=2)=[O:22])[CH2:10]1)=O)(C)(C)C.[ClH:31]. (6) The reactants are: [CH2:1]([C:3]1[N:4]=[C:5]2[C:10](=[C:11]3[C:16]=1[CH:15]=[C:14]([F:17])[CH:13]=[CH:12]3)[CH:9]=[CH:8][CH:7]=[CH:6]2)[CH3:2].[BH4-].[Na+].FC(F)(F)C(O)=O.C1C=CC2C3C=CC=CC=3NCC=2C=1.C(N(CC)CC)C.[Cl:48][C:49]1[CH:50]=[C:51]([S:57](Cl)(=[O:59])=[O:58])[CH:52]=[CH:53][C:54]=1[O:55][CH3:56]. Given the product [CH:14]1[CH:13]=[CH:12][C:11]2[C:10]3[CH:9]=[CH:8][CH:7]=[CH:6][C:5]=3[NH:4][CH2:3][C:16]=2[CH:15]=1.[CH2:1]([CH:3]1[C:16]2[C:11](=[CH:12][CH:13]=[C:14]([F:17])[CH:15]=2)[C:10]2[CH:9]=[CH:8][CH:7]=[CH:6][C:5]=2[N:4]1[S:57]([C:51]1[CH:52]=[CH:53][C:54]([O:55][CH3:56])=[C:49]([Cl:48])[CH:50]=1)(=[O:58])=[O:59])[CH3:2], predict the reactants needed to synthesize it. (7) Given the product [CH:1]1([CH2:4][O:5][C:6]2[CH:7]=[C:8]([C:16]3[C:17]([CH3:23])([CH3:22])[C:18](=[O:21])[N:19]([CH:35]4[CH2:40][CH2:39][NH:38][CH2:37][CH2:36]4)[N:20]=3)[CH:9]=[CH:10][C:11]=2[O:12][CH:13]([F:14])[F:15])[CH2:3][CH2:2]1, predict the reactants needed to synthesize it. The reactants are: [CH:1]1([CH2:4][O:5][C:6]2[CH:7]=[C:8]([C:16]3[C:17]([CH3:23])([CH3:22])[C:18](=[O:21])[NH:19][N:20]=3)[CH:9]=[CH:10][C:11]=2[O:12][CH:13]([F:15])[F:14])[CH2:3][CH2:2]1.CC1C=CC(S(O[CH:35]2[CH2:40][CH2:39][N:38](C(OC(C)(C)C)=O)[CH2:37][CH2:36]2)(=O)=O)=CC=1. (8) Given the product [Br:26][C:7]1[C:2]([F:1])=[C:3]2[CH:10]=[CH:9][N:8]([Si:11]([CH:15]([CH3:17])[CH3:16])([CH:18]([CH3:20])[CH3:19])[CH:12]([CH3:13])[CH3:14])[C:4]2=[N:5][CH:6]=1, predict the reactants needed to synthesize it. The reactants are: [F:1][C:2]1[CH:7]=[CH:6][N:5]=[C:4]2[N:8]([Si:11]([CH:18]([CH3:20])[CH3:19])([CH:15]([CH3:17])[CH3:16])[CH:12]([CH3:14])[CH3:13])[CH:9]=[CH:10][C:3]=12.C([Li])(CC)C.[Br:26]C(Br)(Br)Br. (9) Given the product [C:56]([OH:62])([C:58]([F:61])([F:60])[F:59])=[O:57].[C:8](#[N:23])[CH3:7].[C:56]([OH:62])([C:58]([F:61])([F:60])[F:59])=[O:57].[OH2:5], predict the reactants needed to synthesize it. The reactants are: C([O:5]C(=O)[CH2:7][CH:8]([NH:23]C(=O)CCCCCCCC[CH2:7][CH2:8][NH:23]C(OC(C)(C)C)=O)C(=O)C[O:5]C1C(F)=C(F)C=C(F)C=1F)(C)(C)C.CO.CCN(C(C)C)C(C)C.[C:56]([OH:62])([C:58]([F:61])([F:60])[F:59])=[O:57]. (10) Given the product [Cl:16][C:17]1[C:22]([CH:30]=[O:32])=[N:21][CH:20]=[C:19]([N:23]2[C:27]([CH3:28])=[CH:26][C:25]([CH3:29])=[N:24]2)[N:18]=1.[Cl:16][C:17]1[N:18]=[C:19]([N:23]2[C:27]([CH3:28])=[CH:26][C:25]([CH3:29])=[N:24]2)[C:31]([CH:30]=[O:32])=[N:21][CH:22]=1, predict the reactants needed to synthesize it. The reactants are: CC1(C)CCCC(C)(C)N1.C([Li])CCC.[Cl:16][C:17]1[CH:22]=[N:21][CH:20]=[C:19]([N:23]2[C:27]([CH3:28])=[CH:26][C:25]([CH3:29])=[N:24]2)[N:18]=1.[CH2:30]([O:32]C=O)[CH3:31].